From a dataset of Forward reaction prediction with 1.9M reactions from USPTO patents (1976-2016). Predict the product of the given reaction. (1) Given the reactants [C:1]([O:5][C:6]([N:8]([CH2:24][CH2:25][C:26]1[CH:31]=[C:30]([F:32])[CH:29]=[CH:28][C:27]=1[OH:33])[CH:9]1[CH2:18][CH2:17][CH2:16][C:15]2[N:14]=[C:13]([C:19]([O:21][CH2:22][CH3:23])=[O:20])[CH:12]=[CH:11][C:10]1=2)=[O:7])([CH3:4])([CH3:3])[CH3:2].Cl[CH2:35][C:36]1[CH:41]=[CH:40][C:39]([CH2:42][CH2:43][C:44]2[CH:49]=[CH:48][C:47]([F:50])=[CH:46][CH:45]=2)=[CH:38][CH:37]=1.C(=O)([O-])[O-].[K+].[K+], predict the reaction product. The product is: [C:1]([O:5][C:6]([N:8]([CH2:24][CH2:25][C:26]1[CH:31]=[C:30]([F:32])[CH:29]=[CH:28][C:27]=1[O:33][CH2:35][C:36]1[CH:37]=[CH:38][C:39]([CH2:42][CH2:43][C:44]2[CH:45]=[CH:46][C:47]([F:50])=[CH:48][CH:49]=2)=[CH:40][CH:41]=1)[CH:9]1[CH2:18][CH2:17][CH2:16][C:15]2[N:14]=[C:13]([C:19]([O:21][CH2:22][CH3:23])=[O:20])[CH:12]=[CH:11][C:10]1=2)=[O:7])([CH3:2])([CH3:3])[CH3:4]. (2) Given the reactants NCC1C=C2C(=CC=1)NC=C2CC(N[C@H](C1C(C2C=CC(Cl)=CC=2)=CC=CN=1)CC1C=C(F)C=C(F)C=1)=O.[C:39]([C:42]1[CH:43]=[C:44]([C:48]2[C:49]([C@@H:54]([NH:64][C:65](=[O:84])[CH2:66][C:67]3[C:75]4[C:70](=[CH:71][CH:72]=[C:73]([NH:76]C(=O)OC(C)(C)C)[CH:74]=4)[NH:69][CH:68]=3)[CH2:55][C:56]3[CH:61]=[C:60]([F:62])[CH:59]=[C:58]([F:63])[CH:57]=3)=[N:50][CH:51]=[CH:52][CH:53]=2)[CH:45]=[CH:46][CH:47]=1)(=[O:41])[NH2:40], predict the reaction product. The product is: [NH2:76][C:73]1[CH:74]=[C:75]2[C:70](=[CH:71][CH:72]=1)[NH:69][CH:68]=[C:67]2[CH2:66][C:65]([NH:64][C@H:54]([C:49]1[C:48]([C:44]2[CH:43]=[C:42]([CH:47]=[CH:46][CH:45]=2)[C:39]([NH2:40])=[O:41])=[CH:53][CH:52]=[CH:51][N:50]=1)[CH2:55][C:56]1[CH:61]=[C:60]([F:62])[CH:59]=[C:58]([F:63])[CH:57]=1)=[O:84].